This data is from Full USPTO retrosynthesis dataset with 1.9M reactions from patents (1976-2016). The task is: Predict the reactants needed to synthesize the given product. (1) Given the product [CH3:1][O:2][C:3]1[CH:4]=[C:5]2[CH:11]=[C:10]([C:12]([O:14][CH3:15])=[O:13])[N:9]([CH3:19])[C:6]2=[CH:7][N:8]=1, predict the reactants needed to synthesize it. The reactants are: [CH3:1][O:2][C:3]1[CH:4]=[C:5]2[CH:11]=[C:10]([C:12]([O:14][CH3:15])=[O:13])[NH:9][C:6]2=[CH:7][N:8]=1.[H-].[Na+].I[CH3:19]. (2) Given the product [CH2:15]([O:1][C:2]1[CH:11]=[CH:10][C:5]([C:6]([O:8][CH3:9])=[O:7])=[CH:4][C:3]=1[N+:12]([O-:14])=[O:13])[CH3:16], predict the reactants needed to synthesize it. The reactants are: [OH:1][C:2]1[CH:11]=[CH:10][C:5]([C:6]([O:8][CH3:9])=[O:7])=[CH:4][C:3]=1[N+:12]([O-:14])=[O:13].[CH2:15](I)[CH3:16].